The task is: Predict the reactants needed to synthesize the given product.. This data is from Full USPTO retrosynthesis dataset with 1.9M reactions from patents (1976-2016). (1) Given the product [C:40]([N:44]([CH3:49])[CH2:45][CH2:46][O:10][C:8]1[CH:7]=[CH:6][C:36]([CH2:37][CH2:32][CH2:31][NH:3][C:4]2[CH:9]=[C:8]([O:10][CH3:11])[C:7]([O:12][CH3:13])=[CH:6][C:5]=2[CH:14]2[CH2:23][CH2:22][C:21]3[CH:20]=[C:19]([OH:24])[CH:18]=[CH:17][C:16]=3[CH2:15]2)=[CH:35][CH:34]=1)([CH3:43])([CH3:42])[CH3:41], predict the reactants needed to synthesize it. The reactants are: C([N:3]([C:31](=O)[C:32]1[CH:37]=[CH:36][C:35](O)=[CH:34]C=1)[C:4]1[CH:9]=[C:8]([O:10][CH3:11])[C:7]([O:12][CH3:13])=[CH:6][C:5]=1[CH:14]1[CH2:23][CH2:22][C:21]2[CH:20]=[C:19]([O:24]C(=O)C(C)(C)C)[CH:18]=[CH:17][C:16]=2[CH2:15]1)C.[C:40]([N:44]([CH3:49])[C:45](=O)[CH2:46]Cl)([CH3:43])([CH3:42])[CH3:41]. (2) Given the product [CH:1]1([C:7]2[C:8]3[CH:9]=[CH:10][C:11]([C:33]([OH:35])=[O:34])=[CH:12][C:13]=3[N:14]3[CH2:21][CH2:20][N:19]([CH2:22][CH2:23][N:24]([CH3:25])[CH3:26])[CH2:18][C:17]4[CH:27]=[C:28]([O:31][CH3:32])[CH:29]=[CH:30][C:16]=4[C:15]=23)[CH2:6][CH2:5][CH2:4][CH2:3][CH2:2]1, predict the reactants needed to synthesize it. The reactants are: [CH:1]1([C:7]2[C:8]3[CH:9]=[CH:10][C:11]([C:33]([O:35]C)=[O:34])=[CH:12][C:13]=3[N:14]3[CH2:21][CH2:20][N:19]([CH2:22][CH2:23][N:24]([CH3:26])[CH3:25])[CH2:18][C:17]4[CH:27]=[C:28]([O:31][CH3:32])[CH:29]=[CH:30][C:16]=4[C:15]=23)[CH2:6][CH2:5][CH2:4][CH2:3][CH2:2]1. (3) Given the product [C:1]([C:5]1[CH:30]=[CH:29][C:8]([O:9][C:10]2[CH:19]=[C:18]3[C:13]([CH:14]=[C:15]([C:26]([NH:42][C@H:35]([CH2:36][C:37]4[CH:41]=[CH:40][S:39][CH:38]=4)[C:34]([OH:33])=[O:43])=[O:27])[N:16]=[C:17]3[CH2:20][CH:21]3[CH2:22][CH2:23][CH2:24][CH2:25]3)=[CH:12][CH:11]=2)=[CH:7][CH:6]=1)([CH3:4])([CH3:2])[CH3:3], predict the reactants needed to synthesize it. The reactants are: [C:1]([C:5]1[CH:30]=[CH:29][C:8]([O:9][C:10]2[CH:19]=[C:18]3[C:13]([CH:14]=[C:15]([C:26](O)=[O:27])[N:16]=[C:17]3[CH2:20][CH:21]3[CH2:25][CH2:24][CH2:23][CH2:22]3)=[CH:12][CH:11]=2)=[CH:7][CH:6]=1)([CH3:4])([CH3:3])[CH3:2].Cl.C[O:33][C:34](=[O:43])[C@H:35]([NH2:42])[CH2:36][C:37]1[CH:41]=[CH:40][S:39][CH:38]=1. (4) Given the product [F:5][C:6]1[CH:7]=[CH:8][C:9]([C:12]2[C:13](=[O:21])[C:14]([C:18]([O:20][CH3:22])=[O:19])=[CH:15][NH:16][CH:17]=2)=[CH:10][CH:11]=1, predict the reactants needed to synthesize it. The reactants are: S(Cl)(Cl)=O.[F:5][C:6]1[CH:11]=[CH:10][C:9]([C:12]2[C:13](=[O:21])[C:14]([C:18]([OH:20])=[O:19])=[CH:15][NH:16][CH:17]=2)=[CH:8][CH:7]=1.[CH3:22]O. (5) Given the product [ClH:12].[CH2:1]([O:3][C:4](=[O:17])[CH2:5][C:6]1[CH:11]=[C:10]([Cl:12])[C:9]([NH2:13])=[CH:8][C:7]=1[Cl:16])[CH3:2], predict the reactants needed to synthesize it. The reactants are: [CH2:1]([O:3][C:4](=[O:17])[CH2:5][C:6]1[CH:11]=[C:10]([Cl:12])[C:9]([N+:13]([O-])=O)=[CH:8][C:7]=1[Cl:16])[CH3:2]. (6) The reactants are: O=P12OP3(OP(OP(O3)(O1)=O)(=O)O2)=O.[CH3:15][C:16](=[O:21])[CH2:17][CH2:18][CH2:19][CH3:20].[C:22]1(=O)[CH2:27]CCC=[CH:23]1.F[C:30](F)(F)S(O)(=O)=O.[CH3:37][CH2:38]N(CC)CC. Given the product [CH3:30][C:20]1[CH:15]2[CH2:37][CH2:38][CH:18]([CH2:17][C:16]2=[O:21])[C:19]=1[CH2:23][CH2:22][CH3:27], predict the reactants needed to synthesize it.